Dataset: M1 muscarinic receptor agonist screen with 61,833 compounds. Task: Binary Classification. Given a drug SMILES string, predict its activity (active/inactive) in a high-throughput screening assay against a specified biological target. (1) The compound is n12nnnc1c1c(nc2c2ccccc2)c(ccc1)C. The result is 0 (inactive). (2) The molecule is S(=O)(=O)(N1CCC(CC1)C)c1ccc(cc1)c1oc(SCc2cccnc2)nn1. The result is 0 (inactive). (3) The drug is S(CC(=O)Nc1c2c(ccc1)cccc2)c1n(c(O)cc(=O)n1)C. The result is 0 (inactive). (4) The molecule is S(c1n(Cc2ccccc2)ccn1)CC(=O)Nc1sccn1. The result is 0 (inactive). (5) The molecule is O(c1c(OC)cc(cc1OC)c1oc(=O)[nH]n1)C. The result is 0 (inactive). (6) The result is 0 (inactive). The drug is Clc1n(c2n(c(=O)n(c(=O)c2n1)C)C)Cc1c(Cl)cc(Cl)cc1.